This data is from Full USPTO retrosynthesis dataset with 1.9M reactions from patents (1976-2016). The task is: Predict the reactants needed to synthesize the given product. (1) Given the product [F:39][C:23]1[S:22][C:21]([C:18]2[CH:19]=[CH:20][C:15]([C:12]3[CH:11]=[CH:10][C:9]([C:6]4([C:4]([OH:5])=[O:3])[CH2:8][CH2:7]4)=[CH:14][CH:13]=3)=[CH:16][CH:17]=2)=[C:25]([NH:26][C:27]([O:29][C@@H:30]([C:32]2[CH:33]=[CH:34][C:35]([F:38])=[CH:36][CH:37]=2)[CH3:31])=[O:28])[CH:24]=1, predict the reactants needed to synthesize it. The reactants are: C([O:3][C:4]([C:6]1([C:9]2[CH:14]=[CH:13][C:12]([C:15]3[CH:20]=[CH:19][C:18]([C:21]4[S:22][C:23]([F:39])=[CH:24][C:25]=4[NH:26][C:27]([O:29][C@@H:30]([C:32]4[CH:37]=[CH:36][C:35]([F:38])=[CH:34][CH:33]=4)[CH3:31])=[O:28])=[CH:17][CH:16]=3)=[CH:11][CH:10]=2)[CH2:8][CH2:7]1)=[O:5])C.[OH-].[Na+].O1CCCC1.Cl. (2) Given the product [NH2:1][C:2]1[N:3]=[C:4]([N:19]2[CH2:24][CH2:23][N:22]([C:25](=[O:29])[CH:26]([O:37][C:34]3[CH:35]=[CH:36][C:31]([Cl:30])=[CH:32][CH:33]=3)[CH3:27])[CH2:21][CH2:20]2)[C:5]2[N:11]=[C:10]([C:12]3[CH:17]=[CH:16][C:15]([F:18])=[CH:14][CH:13]=3)[CH:9]=[CH:8][C:6]=2[N:7]=1, predict the reactants needed to synthesize it. The reactants are: [NH2:1][C:2]1[N:3]=[C:4]([N:19]2[CH2:24][CH2:23][N:22]([C:25](=[O:29])[CH:26](Cl)[CH3:27])[CH2:21][CH2:20]2)[C:5]2[N:11]=[C:10]([C:12]3[CH:17]=[CH:16][C:15]([F:18])=[CH:14][CH:13]=3)[CH:9]=[CH:8][C:6]=2[N:7]=1.[Cl:30][C:31]1[CH:36]=[CH:35][C:34]([OH:37])=[CH:33][CH:32]=1.C(=O)([O-])[O-].[K+].[K+]. (3) Given the product [Cl:1][C:2]1[CH:7]=[C:6]([Cl:8])[CH:5]=[CH:4][C:3]=1[N:9]1[C:13]([C:14]2[CH:15]=[CH:16][C:17]([O:20][CH2:21][CH2:22][C:23]([F:24])([F:25])[F:26])=[CH:18][CH:19]=2)=[C:12]([CH3:27])[C:11]([C:28]([OH:30])=[O:29])=[N:10]1, predict the reactants needed to synthesize it. The reactants are: [Cl:1][C:2]1[CH:7]=[C:6]([Cl:8])[CH:5]=[CH:4][C:3]=1[N:9]1[C:13]([C:14]2[CH:19]=[CH:18][C:17]([O:20][CH2:21][CH2:22][C:23]([F:26])([F:25])[F:24])=[CH:16][CH:15]=2)=[C:12]([CH3:27])[C:11]([C:28]([O:30]CC)=[O:29])=[N:10]1.[OH-].[K+]. (4) Given the product [C:1]([O:5][C:6](=[O:7])[NH:8][C:9]1[CH:14]=[CH:13][C:12]([S:15][C:16]2[CH:24]=[CH:23][C:19]([C:20](=[O:22])[NH:48][CH:45]([C:39]3[CH:44]=[CH:43][CH:42]=[CH:41][CH:40]=3)[CH2:46][CH3:47])=[CH:18][C:17]=2[NH:25][C:26]2[C:27]3[CH:35]=[CH:34][C:33]([CH:36]([CH3:37])[CH3:38])=[N:32][C:28]=3[N:29]=[CH:30][N:31]=2)=[CH:11][CH:10]=1)([CH3:3])([CH3:4])[CH3:2], predict the reactants needed to synthesize it. The reactants are: [C:1]([O:5][C:6]([NH:8][C:9]1[CH:14]=[CH:13][C:12]([S:15][C:16]2[CH:24]=[CH:23][C:19]([C:20]([OH:22])=O)=[CH:18][C:17]=2[NH:25][C:26]2[C:27]3[CH:35]=[CH:34][C:33]([CH:36]([CH3:38])[CH3:37])=[N:32][C:28]=3[N:29]=[CH:30][N:31]=2)=[CH:11][CH:10]=1)=[O:7])([CH3:4])([CH3:3])[CH3:2].[C:39]1([CH:45]([NH2:48])[CH2:46][CH3:47])[CH:44]=[CH:43][CH:42]=[CH:41][CH:40]=1. (5) Given the product [F:1][C:2]1[CH:18]=[C:17]([NH:19][C:24]([C:10]2[C:5](=[O:4])[N:23]([C:16]3[CH:17]=[CH:18][C:2]([F:1])=[CH:3][CH:15]=3)[CH:13]=[CH:12][CH:11]=2)=[O:25])[CH:16]=[CH:15][C:3]=1[O:4][C:5]1[C:10]2=[C:11]([CH3:14])[CH:12]=[CH:13][N:9]2[N:8]=[CH:7][N:6]=1, predict the reactants needed to synthesize it. The reactants are: [F:1][C:2]1[CH:18]=[C:17]([N+:19]([O-])=O)[CH:16]=[CH:15][C:3]=1[O:4][C:5]1[C:10]2=[C:11]([CH3:14])[CH:12]=[CH:13][N:9]2[N:8]=[CH:7][N:6]=1.[Cl-].[NH4+:23].[CH3:24][OH:25].